Task: Predict the product of the given reaction.. Dataset: Forward reaction prediction with 1.9M reactions from USPTO patents (1976-2016) (1) Given the reactants [CH3:1][N:2]([CH3:17])[CH:3]1[CH2:8][CH2:7][N:6]([C:9]2[CH:16]=[CH:15]C(C#N)=[CH:11][CH:10]=2)[CH2:5][CH2:4]1.Cl.O.[C:20]([OH:23])(=[O:22])[CH3:21], predict the reaction product. The product is: [CH3:1][N:2]([CH3:17])[CH:3]1[CH2:4][CH2:5][N:6]([C:9]2[CH:16]=[CH:15][C:21]([C:20]([OH:23])=[O:22])=[CH:11][CH:10]=2)[CH2:7][CH2:8]1. (2) Given the reactants [O:1]1[CH2:6][CH2:5][CH:4]([C:7]2[CH:12]=[CH:11][C:10](N)=[CH:9][CH:8]=2)[CH2:3][CH2:2]1.N([O-])=O.[Na+].[BrH:18], predict the reaction product. The product is: [Br:18][C:10]1[CH:11]=[CH:12][C:7]([CH:4]2[CH2:5][CH2:6][O:1][CH2:2][CH2:3]2)=[CH:8][CH:9]=1.